The task is: Predict the reactants needed to synthesize the given product.. This data is from Full USPTO retrosynthesis dataset with 1.9M reactions from patents (1976-2016). (1) Given the product [CH3:1][N:2]([C@H:3]1[CH2:6][C@H:5]([O:7][C:8]2[C:9]3[C:23]([C:24]4[CH:25]=[N:26][CH:27]=[CH:28][CH:29]=4)=[CH:22][NH:21][C:10]=3[N:11]=[C:12]([NH:14][C:15]3[CH:16]=[N:17][N:18]([CH3:20])[CH:19]=3)[N:13]=2)[CH2:4]1)[C:31](=[O:34])[CH:32]=[CH2:33], predict the reactants needed to synthesize it. The reactants are: [CH3:1][NH:2][C@H:3]1[CH2:6][C@H:5]([O:7][C:8]2[C:9]3[C:23]([C:24]4[CH:25]=[N:26][CH:27]=[CH:28][CH:29]=4)=[CH:22][NH:21][C:10]=3[N:11]=[C:12]([NH:14][C:15]3[CH:16]=[N:17][N:18]([CH3:20])[CH:19]=3)[N:13]=2)[CH2:4]1.O.[C:31](Cl)(=[O:34])[CH:32]=[CH2:33]. (2) Given the product [F:39][C:40]1[CH:45]=[CH:44][C:43]([O:46][C:2]2[N:7]=[CH:6][C:5]([C:8]([N:10]([CH3:32])[C:11]3[N:16]=[CH:15][C:14]([CH2:17][N:18]4[CH2:23][CH2:22][N:21]([C:24]([O:26][C:27]([CH3:30])([CH3:29])[CH3:28])=[O:25])[C@@H:20]([CH3:31])[CH2:19]4)=[CH:13][CH:12]=3)=[O:9])=[CH:4][CH:3]=2)=[CH:42][CH:41]=1, predict the reactants needed to synthesize it. The reactants are: Cl[C:2]1[N:7]=[CH:6][C:5]([C:8]([N:10]([CH3:32])[C:11]2[N:16]=[CH:15][C:14]([CH2:17][N:18]3[CH2:23][CH2:22][N:21]([C:24]([O:26][C:27]([CH3:30])([CH3:29])[CH3:28])=[O:25])[C@@H:20]([CH3:31])[CH2:19]3)=[CH:13][CH:12]=2)=[O:9])=[CH:4][CH:3]=1.C(=O)([O-])[O-].[K+].[K+].[F:39][C:40]1[CH:45]=[CH:44][C:43]([OH:46])=[CH:42][CH:41]=1. (3) Given the product [F:1][C:2]1[CH:25]=[C:24]([N+:26]([O-:28])=[O:27])[CH:23]=[CH:22][C:3]=1[O:4][C:5]1[CH:10]=[CH:9][N:8]=[C:7]2[CH:11]=[C:12]([C:14]3[CH:19]=[CH:18][C:17](=[O:20])[NH:16][CH:15]=3)[S:13][C:6]=12, predict the reactants needed to synthesize it. The reactants are: [F:1][C:2]1[CH:25]=[C:24]([N+:26]([O-:28])=[O:27])[CH:23]=[CH:22][C:3]=1[O:4][C:5]1[CH:10]=[CH:9][N:8]=[C:7]2[CH:11]=[C:12]([C:14]3[CH:15]=[N:16][C:17]([O:20]C)=[CH:18][CH:19]=3)[S:13][C:6]=12.Cl[Si](C)(C)C.[I-].[Na+].